This data is from Catalyst prediction with 721,799 reactions and 888 catalyst types from USPTO. The task is: Predict which catalyst facilitates the given reaction. (1) Reactant: Br[CH2:2][C:3]([C:5]1[CH:10]=[CH:9][CH:8]=[C:7]([N+:11]([O-:13])=[O:12])[CH:6]=1)=[O:4].[Cl:14][C:15]1[CH:20]=[C:19]([Cl:21])[CH:18]=[CH:17][C:16]=1[CH2:22][NH2:23].C(N(CC)CC)C. Product: [Cl:14][C:15]1[CH:20]=[C:19]([Cl:21])[CH:18]=[CH:17][C:16]=1[CH2:22][NH:23][CH2:2][C:3]([C:5]1[CH:10]=[CH:9][CH:8]=[C:7]([N+:11]([O-:13])=[O:12])[CH:6]=1)=[O:4]. The catalyst class is: 1. (2) Reactant: [CH3:1][C:2]1[CH:7]=[CH:6][C:5](C)=[CH:4][C:3]=1[OH:9].[C:10](=O)([O-])[O-].[K+].[K+].Br[CH2:17][C:18]([O:20][CH2:21][CH3:22])=[O:19]. Product: [CH3:1][C:2]1[CH:7]=[C:6]([CH3:10])[CH:5]=[CH:4][C:3]=1[O:9][CH2:17][C:18]([O:20][CH2:21][CH3:22])=[O:19]. The catalyst class is: 9. (3) Reactant: [Cl:1][C:2]1[CH:3]=[C:4]2[C:10]([C:11]3[N:16]=[C:15](S(C)=O)[C:14]([F:20])=[CH:13][N:12]=3)=[CH:9][N:8]([S:21]([C:24]3[CH:29]=[CH:28][C:27]([CH3:30])=[CH:26][CH:25]=3)(=[O:23])=[O:22])[C:5]2=[N:6][CH:7]=1.[C@H:31]1([NH2:38])[CH2:36][CH2:35][CH2:34][CH2:33][C@@H:32]1[NH2:37].CCN(C(C)C)C(C)C. Product: [Cl:1][C:2]1[CH:3]=[C:4]2[C:10]([C:11]3[N:16]=[C:15]([NH:37][C@H:32]4[CH2:33][CH2:34][CH2:35][CH2:36][C@@H:31]4[NH2:38])[C:14]([F:20])=[CH:13][N:12]=3)=[CH:9][N:8]([S:21]([C:24]3[CH:29]=[CH:28][C:27]([CH3:30])=[CH:26][CH:25]=3)(=[O:23])=[O:22])[C:5]2=[N:6][CH:7]=1. The catalyst class is: 1. (4) Reactant: [CH3:1][N:2]1[CH:6]=[CH:5][N:4]=[CH:3]1.C([Li])CCC.Cl[Si:13]([CH2:18][CH3:19])([CH2:16][CH3:17])[CH2:14][CH3:15]. Product: [CH3:1][N:2]1[CH:6]=[CH:5][N:4]=[C:3]1[Si:13]([CH2:18][CH3:19])([CH2:16][CH3:17])[CH2:14][CH3:15]. The catalyst class is: 1. (5) Reactant: [F:1][C@@H:2]1[CH2:7][C@@H:6]([C:8](O)=[O:9])[C@H:5]([C:11]2[N:12]=[C:13]([CH3:28])[S:14][C:15]=2[C:16]2[CH:21]=[CH:20][C:19]([N:22]3[CH2:27][CH2:26][O:25][CH2:24][CH2:23]3)=[CH:18][CH:17]=2)[CH2:4][CH2:3]1.Cl.[NH2:30][C:31]1([C:34]#[N:35])[CH2:33][CH2:32]1.CCN(C(C)C)C(C)C.CN(C(ON1N=NC2C=CC=NC1=2)=[N+](C)C)C.F[P-](F)(F)(F)(F)F. Product: [C:34]([C:31]1([NH:30][C:8]([C@@H:6]2[CH2:7][C@@H:2]([F:1])[CH2:3][CH2:4][C@H:5]2[C:11]2[N:12]=[C:13]([CH3:28])[S:14][C:15]=2[C:16]2[CH:17]=[CH:18][C:19]([N:22]3[CH2:27][CH2:26][O:25][CH2:24][CH2:23]3)=[CH:20][CH:21]=2)=[O:9])[CH2:33][CH2:32]1)#[N:35]. The catalyst class is: 3.